Dataset: Forward reaction prediction with 1.9M reactions from USPTO patents (1976-2016). Task: Predict the product of the given reaction. (1) Given the reactants F[C:2](F)(F)[C:3]([OH:5])=O.F[C:9](F)(F)C(O)=O.FC(F)(F)C(O)=O.[CH2:22]([O:24][C:25]1[CH:30]=[CH:29][C:28]([O:31][CH3:32])=[CH:27][C:26]=1[C:33]1([N:45]2[CH2:48][C:47]3([CH2:51][N:50]([CH:52]4[CH2:57][CH2:56][NH:55][CH2:54][CH2:53]4)[CH2:49]3)[CH2:46]2)[C:41]2[C:36](=[CH:37][CH:38]=[C:39]([C:42]#[N:43])[CH:40]=2)[NH:35][C:34]1=[O:44])[CH3:23].C([O-])(=O)C.[Na+].O1CC(=O)C1.[BH3-]C#N.[Na+].C([O-])([O-])=O.[K+].[K+], predict the reaction product. The product is: [CH2:22]([O:24][C:25]1[CH:30]=[CH:29][C:28]([O:31][CH3:32])=[CH:27][C:26]=1[C:33]1([N:45]2[CH2:48][C:47]3([CH2:51][N:50]([CH:52]4[CH2:53][CH2:54][N:55]([CH:2]5[CH2:3][O:5][CH2:9]5)[CH2:56][CH2:57]4)[CH2:49]3)[CH2:46]2)[C:41]2[C:36](=[CH:37][CH:38]=[C:39]([C:42]#[N:43])[CH:40]=2)[NH:35][C:34]1=[O:44])[CH3:23]. (2) Given the reactants Cl[CH2:2][C:3]1[O:7][N:6]=[C:5]([C:8]2[CH:13]=[CH:12][C:11]([Cl:14])=[CH:10][CH:9]=2)[CH:4]=1.C[O:16][C:17](=[O:30])[CH2:18][O:19][C:20]1[CH:28]=[CH:27][C:26]([SH:29])=[C:25]2[C:21]=1[CH2:22][CH2:23][CH2:24]2, predict the reaction product. The product is: [Cl:14][C:11]1[CH:12]=[CH:13][C:8]([C:5]2[CH:4]=[C:3]([CH2:2][S:29][C:26]3[CH:27]=[CH:28][C:20]([O:19][CH2:18][C:17]([OH:30])=[O:16])=[C:21]4[C:25]=3[CH2:24][CH2:23][CH2:22]4)[O:7][N:6]=2)=[CH:9][CH:10]=1.